From a dataset of Peptide-MHC class II binding affinity with 134,281 pairs from IEDB. Regression. Given a peptide amino acid sequence and an MHC pseudo amino acid sequence, predict their binding affinity value. This is MHC class II binding data. (1) The peptide sequence is MGRDIKVQFQSGGAN. The MHC is DRB5_0101 with pseudo-sequence DRB5_0101. The binding affinity (normalized) is 0.0473. (2) The peptide sequence is ENGEWAIDFCPGVIRRHHG. The MHC is HLA-DPA10201-DPB10101 with pseudo-sequence HLA-DPA10201-DPB10101. The binding affinity (normalized) is 0.403. (3) The peptide sequence is TKWDNSFLEI. The MHC is DRB1_1101 with pseudo-sequence DRB1_1101. The binding affinity (normalized) is 0.0756. (4) The peptide sequence is EKKYFAATQFEKLAA. The MHC is HLA-DQA10101-DQB10501 with pseudo-sequence HLA-DQA10101-DQB10501. The binding affinity (normalized) is 0.197. (5) The peptide sequence is VVFPASFFIKLPIILA. The MHC is DRB5_0101 with pseudo-sequence DRB5_0101. The binding affinity (normalized) is 0.486. (6) The peptide sequence is DKFTVFEAAFNDAIK. The MHC is DRB1_1501 with pseudo-sequence DRB1_1501. The binding affinity (normalized) is 0.345.